From a dataset of Full USPTO retrosynthesis dataset with 1.9M reactions from patents (1976-2016). Predict the reactants needed to synthesize the given product. (1) Given the product [Br:1][C:2]1[O:6][C:5]([C:7]([OH:9])=[O:8])=[CH:4][C:3]=1[C:11]([CH3:14])([CH3:13])[CH3:12], predict the reactants needed to synthesize it. The reactants are: [Br:1][C:2]1[O:6][C:5]([C:7]([O:9]C)=[O:8])=[CH:4][C:3]=1[C:11]([CH3:14])([CH3:13])[CH3:12].CO.O.[OH-].[Na+]. (2) Given the product [CH2:1]([O:3][C:4]([C:5]1[NH:19][C:11]2[CH:10]=[C:9]([C:12]3[CH:17]=[CH:16][C:15]([Cl:18])=[CH:14][CH:13]=3)[O:8][C:7]=2[CH:6]=1)=[O:22])[CH3:2], predict the reactants needed to synthesize it. The reactants are: [CH2:1]([O:3][C:4](=[O:22])[C:5]([N:19]=[N+]=[N-])=[CH:6][C:7]1[O:8][C:9]([C:12]2[CH:17]=[CH:16][C:15]([Cl:18])=[CH:14][CH:13]=2)=[CH:10][CH:11]=1)[CH3:2]. (3) Given the product [Cl:3][C:4]1[CH:5]=[CH:6][C:7]([C@H:10]2[C:14]3[N:15]([CH3:21])[N:16]=[C:17]([CH:18]4[CH2:20][CH2:19]4)[C:13]=3[C:12](=[O:22])[N:11]2[C:23]2[CH:24]=[C:25]([CH3:33])[C:26]3[N:27]([C:29]([CH3:32])=[N:30][N:31]=3)[CH:28]=2)=[CH:8][CH:9]=1, predict the reactants needed to synthesize it. The reactants are: CO.[Cl:3][C:4]1[CH:9]=[CH:8][C:7]([CH:10]2[C:14]3[N:15]([CH3:21])[N:16]=[C:17]([CH:18]4[CH2:20][CH2:19]4)[C:13]=3[C:12](=[O:22])[N:11]2[C:23]2[CH:24]=[C:25]([CH3:33])[C:26]3[N:27]([C:29]([CH3:32])=[N:30][N:31]=3)[CH:28]=2)=[CH:6][CH:5]=1. (4) The reactants are: [NH:1]([C:3]1[N:8]=[CH:7][N:6]=[C:5]([OH:9])[CH:4]=1)[NH2:2].N(C1NC=NC(=O)C=1)N.[C:19]1(=O)[CH2:25][CH2:24][CH2:23][CH2:22][CH2:21][CH2:20]1. Given the product [C:19]1(=[N:2][NH:1][C:3]2[N:8]=[CH:7][N:6]=[C:5]([OH:9])[CH:4]=2)[CH2:25][CH2:24][CH2:23][CH2:22][CH2:21][CH2:20]1, predict the reactants needed to synthesize it. (5) Given the product [Si:1]([O:8][CH2:9][C:10]1[CH:18]=[CH:17][CH:16]=[C:15]2[C:11]=1[C:12]([C:27](=[O:28])[CH:26]([Cl:25])[C:30]1[CH:35]=[CH:34][CH:33]=[CH:32][CH:31]=1)=[CH:13][NH:14]2)([C:4]([CH3:7])([CH3:6])[CH3:5])([CH3:3])[CH3:2].[Cl:25][CH:26]([C:30]1[CH:35]=[CH:34][CH:33]=[CH:32][CH:31]=1)[C:27]([C:12]1[C:11]2[C:15](=[CH:16][CH:17]=[CH:18][C:10]=2[CH2:9][OH:8])[NH:14][CH:13]=1)=[O:28], predict the reactants needed to synthesize it. The reactants are: [Si:1]([O:8][CH2:9][C:10]1[CH:18]=[CH:17][CH:16]=[C:15]2[C:11]=1[CH:12]=[CH:13][NH:14]2)([C:4]([CH3:7])([CH3:6])[CH3:5])([CH3:3])[CH3:2].N1C=CC=CC=1.[Cl:25][CH:26]([C:30]1[CH:35]=[CH:34][CH:33]=[CH:32][CH:31]=1)[C:27](Cl)=[O:28].O.